From a dataset of Peptide-MHC class I binding affinity with 185,985 pairs from IEDB/IMGT. Regression. Given a peptide amino acid sequence and an MHC pseudo amino acid sequence, predict their binding affinity value. This is MHC class I binding data. The peptide sequence is YYPEDPVKL. The MHC is HLA-A69:01 with pseudo-sequence HLA-A69:01. The binding affinity (normalized) is 0.0847.